From a dataset of Catalyst prediction with 721,799 reactions and 888 catalyst types from USPTO. Predict which catalyst facilitates the given reaction. (1) Reactant: [I:1][C:2]1[CH:7]=[CH:6][C:5]([OH:8])=[CH:4][CH:3]=1.Cl.Cl[CH2:11][C:12]1[CH:21]=[CH:20][C:19]2[C:14](=[CH:15][CH:16]=[CH:17][CH:18]=2)[N:13]=1.C(=O)([O-])[O-].[K+].[K+]. Product: [I:1][C:2]1[CH:7]=[CH:6][C:5]([O:8][CH2:11][C:12]2[CH:21]=[CH:20][C:19]3[C:14](=[CH:15][CH:16]=[CH:17][CH:18]=3)[N:13]=2)=[CH:4][CH:3]=1. The catalyst class is: 21. (2) Reactant: [CH3:1][O:2][C:3]1[CH:8]=[C:7]([CH3:9])[CH:6]=[CH:5][C:4]=1[C:10]([CH3:21])([CH3:20])[CH2:11][C:12]([OH:19])([C:15]([F:18])([F:17])[F:16])[CH:13]=O.[NH2:22][C:23]1[CH:32]=[CH:31][CH:30]=[C:29]2[C:24]=1[CH:25]=[N:26][NH:27][C:28]2=[O:33]. Product: [OH:19][C:12]1([C:15]([F:16])([F:18])[F:17])[CH2:11][C:10]([CH3:20])([CH3:21])[C:4]2[C:5](=[CH:6][C:7]([CH3:9])=[CH:8][C:3]=2[O:2][CH3:1])[CH:13]1[NH:22][C:23]1[CH:32]=[CH:31][CH:30]=[C:29]2[C:24]=1[CH:25]=[N:26][NH:27][C:28]2=[O:33]. The catalyst class is: 528. (3) Reactant: S(Cl)([Cl:3])=O.N1C=CC=CC=1.[Cl:11][C:12]1[CH:17]=[CH:16][C:15]([CH:18](O)[CH2:19][C:20]2[CH:25]=[CH:24][C:23]([Cl:26])=[CH:22][CH:21]=2)=[CH:14][CH:13]=1. Product: [Cl:26][C:23]1[CH:24]=[CH:25][C:20]([CH2:19][CH:18]([Cl:3])[C:15]2[CH:16]=[CH:17][C:12]([Cl:11])=[CH:13][CH:14]=2)=[CH:21][CH:22]=1. The catalyst class is: 11. (4) The catalyst class is: 1. Product: [CH2:10]([C:5]1[S:1][C:2]2[CH:9]=[CH:8][CH:7]=[CH:6][C:3]=2[CH:4]=1)[CH3:11]. Reactant: [S:1]1[CH:5]=[CH:4][C:3]2[CH:6]=[CH:7][CH:8]=[CH:9][C:2]1=2.[CH2:10]([Li])[CH2:11]CC.S(OCC)(OCC)(=O)=O. (5) Reactant: [C:1]1([P:7](=[O:10])([OH:9])[OH:8])[CH:6]=[CH:5][CH:4]=[CH:3][CH:2]=1.[OH-].[Mg+2:12].[OH-]. Product: [C:1]1([P:7](=[O:8])([O-:10])[O-:9])[CH:6]=[CH:5][CH:4]=[CH:3][CH:2]=1.[Mg+2:12]. The catalyst class is: 6. (6) Reactant: [C:1]([O:5][C:6]([NH:8][CH2:9][C:10]1[N:11]([CH2:34][CH:35]([CH3:37])[CH3:36])[C:12](=[O:33])[C:13]2[C:18]([C:19]=1[C:20]1[CH:25]=[CH:24][CH:23]=[CH:22][CH:21]=1)=[CH:17][C:16](/[CH:26]=[CH:27]/[C:28]([O:30]CC)=[O:29])=[CH:15][CH:14]=2)=[O:7])([CH3:4])([CH3:3])[CH3:2].[OH-].[Na+].O.Cl. Product: [C:1]([O:5][C:6]([NH:8][CH2:9][C:10]1[N:11]([CH2:34][CH:35]([CH3:37])[CH3:36])[C:12](=[O:33])[C:13]2[C:18]([C:19]=1[C:20]1[CH:21]=[CH:22][CH:23]=[CH:24][CH:25]=1)=[CH:17][C:16](/[CH:26]=[CH:27]/[C:28]([OH:30])=[O:29])=[CH:15][CH:14]=2)=[O:7])([CH3:4])([CH3:3])[CH3:2]. The catalyst class is: 214. (7) Reactant: [CH3:1][C:2]1[CH:7]=[CH:6][N:5]2[CH:8]=[C:9]([CH2:11][C@@H:12]3[CH2:17][CH2:16][CH2:15][CH2:14][N:13]3[C:18]([O:20][C:21]([CH3:24])([CH3:23])[CH3:22])=[O:19])[N:10]=[C:4]2[N:3]=1.C1C(=O)N([Cl:32])C(=O)C1. Product: [Cl:32][C:8]1[N:5]2[CH:6]=[CH:7][C:2]([CH3:1])=[N:3][C:4]2=[N:10][C:9]=1[CH2:11][C@@H:12]1[CH2:17][CH2:16][CH2:15][CH2:14][N:13]1[C:18]([O:20][C:21]([CH3:24])([CH3:23])[CH3:22])=[O:19]. The catalyst class is: 2. (8) Product: [CH:28]1([NH:27][C:25](=[O:26])[C:24]2[CH:31]=[CH:32][C:33]([CH3:34])=[C:22]([N:18]3[CH:19]=[CH:20][N:21]=[C:16]([NH:15][C:12]4([C:6]5[CH:7]=[C:8]([F:11])[CH:9]=[CH:10][C:5]=5[O:4][CH2:3][CH2:2][NH:37][CH3:36])[CH2:14][CH2:13]4)[C:17]3=[O:35])[CH:23]=2)[CH2:30][CH2:29]1. The catalyst class is: 127. Reactant: Cl[CH2:2][CH2:3][O:4][C:5]1[CH:10]=[CH:9][C:8]([F:11])=[CH:7][C:6]=1[C:12]1([NH:15][C:16]2[C:17](=[O:35])[N:18]([C:22]3[CH:23]=[C:24]([CH:31]=[CH:32][C:33]=3[CH3:34])[C:25]([NH:27][CH:28]3[CH2:30][CH2:29]3)=[O:26])[CH:19]=[CH:20][N:21]=2)[CH2:14][CH2:13]1.[CH3:36][NH2:37]. (9) Reactant: C1(N2CCN(CC3CCC4C(=CC=CC=4)N3)CC2)C2C(=CC=CC=2)C=CN=1.[CH3:28][C:29]1[CH:30]=[C:31]2[C:36](=[CH:37][CH:38]=1)[N:35]=[C:34]([C:39]([OH:41])=[O:40])[CH:33]=[CH:32]2.Cl. Product: [CH3:28][C:29]1[CH:30]=[C:31]2[C:36](=[CH:37][CH:38]=1)[NH:35][CH:34]([C:39]([OH:41])=[O:40])[CH2:33][CH2:32]2. The catalyst class is: 23.